From a dataset of Peptide-MHC class I binding affinity with 185,985 pairs from IEDB/IMGT. Regression. Given a peptide amino acid sequence and an MHC pseudo amino acid sequence, predict their binding affinity value. This is MHC class I binding data. (1) The peptide sequence is VLSDFKTWL. The MHC is HLA-A02:06 with pseudo-sequence HLA-A02:06. The binding affinity (normalized) is 0.0485. (2) The peptide sequence is MPSACANGWI. The MHC is HLA-B54:01 with pseudo-sequence HLA-B54:01. The binding affinity (normalized) is 0.206. (3) The peptide sequence is TSTLQEQIGWF. The MHC is HLA-B57:01 with pseudo-sequence HLA-B57:01. The binding affinity (normalized) is 0.569. (4) The peptide sequence is FAEGVIAFL. The MHC is HLA-A26:01 with pseudo-sequence HLA-A26:01. The binding affinity (normalized) is 0.0847. (5) The peptide sequence is ETFGFEIQSY. The MHC is HLA-A68:01 with pseudo-sequence HLA-A68:01. The binding affinity (normalized) is 0.694.